This data is from Forward reaction prediction with 1.9M reactions from USPTO patents (1976-2016). The task is: Predict the product of the given reaction. The product is: [NH2:1][C:2]1[C:3]([F:12])=[CH:4][C:5]([F:11])=[C:6]([CH:10]=1)[C:7]([NH:15][CH3:14])=[O:8]. Given the reactants [NH2:1][C:2]1[C:3]([F:12])=[CH:4][C:5]([F:11])=[C:6]([CH:10]=1)[C:7](O)=[O:8].Cl.[CH3:14][N:15](C)CCCN=C=NCC.ON1C2C=CC=CC=2N=N1.C(N(C(C)C)CC)(C)C.Cl.CNO, predict the reaction product.